From a dataset of NCI-60 drug combinations with 297,098 pairs across 59 cell lines. Regression. Given two drug SMILES strings and cell line genomic features, predict the synergy score measuring deviation from expected non-interaction effect. (1) Drug 1: C1=CC(=CC=C1CC(C(=O)O)N)N(CCCl)CCCl.Cl. Drug 2: CC(C)NC(=O)C1=CC=C(C=C1)CNNC.Cl. Cell line: KM12. Synergy scores: CSS=8.42, Synergy_ZIP=2.41, Synergy_Bliss=2.50, Synergy_Loewe=9.61, Synergy_HSA=7.18. (2) Drug 1: CN(CCCl)CCCl.Cl. Drug 2: C1CNP(=O)(OC1)N(CCCl)CCCl. Cell line: NCI-H522. Synergy scores: CSS=34.1, Synergy_ZIP=-0.734, Synergy_Bliss=-0.680, Synergy_Loewe=-32.0, Synergy_HSA=0.833.